Dataset: Catalyst prediction with 721,799 reactions and 888 catalyst types from USPTO. Task: Predict which catalyst facilitates the given reaction. (1) Reactant: [CH3:1][C:2]1[C:7]([NH2:8])=[CH:6][CH:5]=[CH:4][N:3]=1.[CH2:9]([C@@:16]12[CH2:29][CH2:28][C:27]([OH:34])([C:30]([F:33])([F:32])[F:31])[CH2:26][C@@H:25]1[CH2:24][CH2:23][C:22]1[CH:21]=[C:20]([C:35](OC)=[O:36])[CH:19]=[CH:18][C:17]2=1)[C:10]1[CH:15]=[CH:14][CH:13]=[CH:12][CH:11]=1.[Li+].C[Si]([N-][Si](C)(C)C)(C)C.O. Product: [CH2:9]([C@@:16]12[CH2:29][CH2:28][C:27]([OH:34])([C:30]([F:31])([F:32])[F:33])[CH2:26][C@@H:25]1[CH2:24][CH2:23][C:22]1[CH:21]=[C:20]([C:35]([NH:8][C:7]3[C:2]([CH3:1])=[N:3][CH:4]=[CH:5][CH:6]=3)=[O:36])[CH:19]=[CH:18][C:17]2=1)[C:10]1[CH:15]=[CH:14][CH:13]=[CH:12][CH:11]=1. The catalyst class is: 11. (2) Product: [CH2:11]([NH:1][CH2:2][CH:3]([C:5]1[CH:10]=[CH:9][CH:8]=[CH:7][CH:6]=1)[OH:4])[C:12]1[CH:17]=[CH:16][CH:15]=[CH:14][CH:13]=1. The catalyst class is: 5. Reactant: [NH2:1][CH2:2][CH:3]([C:5]1[CH:10]=[CH:9][CH:8]=[CH:7][CH:6]=1)[OH:4].[CH:11](=O)[C:12]1[CH:17]=[CH:16][CH:15]=[CH:14][CH:13]=1.[BH4-].[Na+]. (3) Reactant: [CH3:1][O:2][C:3]1[CH:4]=[C:5]2[C:10](=[CH:11][C:12]=1[O:13][CH3:14])[N:9]=[CH:8][CH:7]=[C:6]2[O:15][C:16]1[CH:22]=[CH:21][C:19]([NH2:20])=[CH:18][CH:17]=1.[CH2:23](N(CC)CC)C.[C:30](Cl)(Cl)=[S:31].[CH2:34]([N:36]([CH2:41][CH3:42])[CH2:37][CH:38]([NH2:40])C)[CH3:35]. Product: [CH3:1][O:2][C:3]1[CH:4]=[C:5]2[C:10](=[CH:11][C:12]=1[O:13][CH3:14])[N:9]=[CH:8][CH:7]=[C:6]2[O:15][C:16]1[CH:22]=[CH:21][C:19]([NH:20][C:30]([NH:40][CH2:38][CH:37]([N:36]([CH2:34][CH3:35])[CH2:41][CH3:42])[CH3:23])=[S:31])=[CH:18][CH:17]=1. The catalyst class is: 42.